Predict the reaction yield, written as a fraction of the theoretical maximum amount of product (1.0 means a 100% yield; for example, 0.34 means a 34% yield). From a dataset of Reaction yield outcomes from USPTO patents with 853,638 reactions. (1) The yield is 0.370. The catalyst is C(Cl)Cl. The reactants are CCN(S(F)(F)[F:7])CC.O[CH2:11][CH:12]([CH3:28])[CH2:13][C@@H:14]1[CH2:18][N:17]([C@H:19]([C:21]2[CH:26]=[CH:25][CH:24]=[CH:23][CH:22]=2)[CH3:20])[C:16](=[O:27])[CH2:15]1. The product is [F:7][CH2:11][CH:12]([CH3:28])[CH2:13][C@@H:14]1[CH2:18][N:17]([C@H:19]([C:21]2[CH:26]=[CH:25][CH:24]=[CH:23][CH:22]=2)[CH3:20])[C:16](=[O:27])[CH2:15]1. (2) The reactants are [Br:1][C:2]1[C:3]([CH3:19])=[C:4]([N:8]2[C:16](=[O:17])[CH:15]3[CH:10]([CH2:11][CH2:12][CH2:13][CH2:14]3)[C:9]2=[O:18])[CH:5]=[CH:6][CH:7]=1.[BH4-].[Na+]. The catalyst is CO. The product is [Br:1][C:2]1[C:3]([CH3:19])=[C:4]([N:8]2[CH:16]([OH:17])[CH:15]3[CH:10]([CH2:11][CH2:12][CH2:13][CH2:14]3)[C:9]2=[O:18])[CH:5]=[CH:6][CH:7]=1. The yield is 0.870. (3) The reactants are [Br:1][C:2]1[CH:3]=[C:4]([CH:16]=[CH:17][C:18]=1[F:19])[CH:5]=[C:6]([C:10](=[O:15])[CH2:11][CH:12]([CH3:14])[CH3:13])[C:7](=O)[CH3:8].[NH:20]1[CH2:25][CH2:24][C:23](=O)[CH2:22][C:21]1=[O:27].C([O-])(=O)C.[NH4+:32]. The catalyst is C(O)C. The product is [Br:1][C:2]1[CH:3]=[C:4]([CH:5]2[C:22]3[C:21](=[O:27])[NH:20][CH2:25][CH2:24][C:23]=3[NH:32][C:7]([CH3:8])=[C:6]2[C:10](=[O:15])[CH2:11][CH:12]([CH3:14])[CH3:13])[CH:16]=[CH:17][C:18]=1[F:19]. The yield is 0.200. (4) The catalyst is CC#N.BrBr. The reactants are [CH:1]12[O:9][CH:5]([CH2:6][NH:7][CH2:8]1)[CH2:4][N:3]([CH2:10][CH2:11][O:12][C:13]1[CH:20]=[CH:19][C:16]([C:17]#[N:18])=[CH:15][CH:14]=1)[CH2:2]2.Cl[CH2:22][CH2:23][CH2:24][CH2:25][C:26]1[CH:31]=[CH:30][N:29]=[CH:28][CH:27]=1.C([O-])([O-])=O.[K+].[K+]. The yield is 0.572. The product is [N:29]1[CH:30]=[CH:31][C:26]([CH2:25][CH2:24][CH2:23][CH2:22][N:7]2[CH2:8][CH:1]3[O:9][CH:5]([CH2:4][N:3]([CH2:10][CH2:11][O:12][C:13]4[CH:20]=[CH:19][C:16]([C:17]#[N:18])=[CH:15][CH:14]=4)[CH2:2]3)[CH2:6]2)=[CH:27][CH:28]=1.